This data is from Forward reaction prediction with 1.9M reactions from USPTO patents (1976-2016). The task is: Predict the product of the given reaction. (1) Given the reactants [OH-].[Na+].[Br-].[O:4]=[C:5]([C:26]1[CH:31]=[CH:30][N:29]=[CH:28][CH:27]=1)[CH2:6][P+:7]([C:20]1[CH:25]=[CH:24][CH:23]=[CH:22][CH:21]=1)([C:14]1[CH:19]=[CH:18][CH:17]=[CH:16][CH:15]=1)[C:8]1[CH:13]=[CH:12][CH:11]=[CH:10][CH:9]=1, predict the reaction product. The product is: [N:29]1[CH:30]=[CH:31][C:26]([C:5](=[O:4])[CH:6]=[P:7]([C:20]2[CH:25]=[CH:24][CH:23]=[CH:22][CH:21]=2)([C:8]2[CH:9]=[CH:10][CH:11]=[CH:12][CH:13]=2)[C:14]2[CH:19]=[CH:18][CH:17]=[CH:16][CH:15]=2)=[CH:27][CH:28]=1. (2) Given the reactants [F:1][C:2]1([C:8]([O:10]CC2C=CC=CC=2)=[O:9])[CH2:7][CH2:6][O:5][CH2:4][CH2:3]1, predict the reaction product. The product is: [F:1][C:2]1([C:8]([OH:10])=[O:9])[CH2:7][CH2:6][O:5][CH2:4][CH2:3]1.